This data is from Reaction yield outcomes from USPTO patents with 853,638 reactions. The task is: Predict the reaction yield, written as a fraction of the theoretical maximum amount of product (1.0 means a 100% yield; for example, 0.34 means a 34% yield). (1) The reactants are CS(O[CH2:6][C:7]1([CH2:11][N:12]2[CH:16]=[C:15]([N+:17]([O-:19])=[O:18])[CH:14]=[N:13]2)[CH2:10][O:9][CH2:8]1)(=O)=O.C([O-])([O-])=O.[K+].[K+].[CH3:26][NH:27][CH3:28]. The catalyst is C(#N)C.C(Cl)Cl. The product is [CH3:26][N:27]([CH3:28])[CH2:6][C:7]1([CH2:11][N:12]2[CH:16]=[C:15]([N+:17]([O-:19])=[O:18])[CH:14]=[N:13]2)[CH2:10][O:9][CH2:8]1. The yield is 0.150. (2) The reactants are [CH3:1][N:2]([S:15]([C:18]1[S:19][CH:20]=[CH:21][CH:22]=1)(=[O:17])=[O:16])[C:3]1[CH:4]=[CH:5][CH:6]=[C:7]2[C:11]=1[NH:10][C:9]([C:12]([OH:14])=O)=[CH:8]2.[CH2:23]([S:30][C:31]1([CH2:37][NH2:38])[CH2:36][CH2:35][O:34][CH2:33][CH2:32]1)[C:24]1[CH:29]=[CH:28][CH:27]=[CH:26][CH:25]=1.N1(O)C2C=CC=CC=2N=N1.Cl.CN(C)CCCN=C=NCC.C(=O)([O-])O.[Na+]. The catalyst is C(#N)C.O1CCCC1. The product is [CH2:23]([S:30][C:31]1([CH2:37][NH:38][C:12]([C:9]2[NH:10][C:11]3[C:7]([CH:8]=2)=[CH:6][CH:5]=[CH:4][C:3]=3[N:2]([CH3:1])[S:15]([C:18]2[S:19][CH:20]=[CH:21][CH:22]=2)(=[O:16])=[O:17])=[O:14])[CH2:36][CH2:35][O:34][CH2:33][CH2:32]1)[C:24]1[CH:25]=[CH:26][CH:27]=[CH:28][CH:29]=1. The yield is 0.920. (3) The reactants are [Cl-].[Li+].[CH2:3]([O:10][C:11]1[C:15]([O:16][CH2:17][C:18]2[CH:23]=[CH:22][CH:21]=[CH:20][CH:19]=2)=[C:14](I)[N:13]([C:25]2[CH:30]=[CH:29][C:28]([O:31][CH3:32])=[CH:27][CH:26]=2)[C:12]=1[C:33]([N:35]([CH3:37])[CH3:36])=[O:34])[C:4]1[CH:9]=[CH:8][CH:7]=[CH:6][CH:5]=1.C(OC1C(OCC2C=CC=CC=2)=CN(C2C=CC(OC)=CC=2)C=1C(N(C)C)=O)C1C=CC=CC=1.C([Mg]Cl)(C)C.[CH3:77][P:78](Cl)([CH3:80])=[O:79]. The catalyst is C1COCC1. The product is [CH2:3]([O:10][C:11]1[C:15]([O:16][CH2:17][C:18]2[CH:23]=[CH:22][CH:21]=[CH:20][CH:19]=2)=[C:14]([P:78]([CH3:80])([CH3:77])=[O:79])[N:13]([C:25]2[CH:30]=[CH:29][C:28]([O:31][CH3:32])=[CH:27][CH:26]=2)[C:12]=1[C:33]([N:35]([CH3:37])[CH3:36])=[O:34])[C:4]1[CH:9]=[CH:8][CH:7]=[CH:6][CH:5]=1. The yield is 0.150. (4) The reactants are [Br:1][C:2]1[C:10]2[N:9]=[C:8]([CH3:11])[NH:7][C:6]=2[CH:5]=[C:4]([N:12]2[CH2:17][CH2:16][O:15][CH2:14][CH2:13]2)[CH:3]=1.Br[CH2:19][C:20]1[CH:25]=[CH:24][CH:23]=[C:22]([Cl:26])[CH:21]=1.C(=O)([O-])[O-].[K+].[K+].O. The catalyst is CN(C)C=O. The product is [Br:1][C:2]1[C:10]2[N:9]=[C:8]([CH3:11])[N:7]([CH2:19][C:20]3[CH:25]=[CH:24][CH:23]=[C:22]([Cl:26])[CH:21]=3)[C:6]=2[CH:5]=[C:4]([N:12]2[CH2:17][CH2:16][O:15][CH2:14][CH2:13]2)[CH:3]=1. The yield is 0.650.